From a dataset of Full USPTO retrosynthesis dataset with 1.9M reactions from patents (1976-2016). Predict the reactants needed to synthesize the given product. (1) Given the product [Cl:12][C:9]1[N:10]=[C:11]2[C:6](=[CH:7][CH:8]=1)[N:5]=[CH:4][C:3]([C:13](=[O:15])[CH3:14])=[C:2]2[NH:24][CH2:23][CH:20]1[CH2:21][CH2:22][N:17]([CH3:16])[CH2:18][CH2:19]1, predict the reactants needed to synthesize it. The reactants are: Cl[C:2]1[C:11]2[C:6](=[CH:7][CH:8]=[C:9]([Cl:12])[N:10]=2)[N:5]=[CH:4][C:3]=1[C:13](=[O:15])[CH3:14].[CH3:16][N:17]1[CH2:22][CH2:21][CH:20]([CH2:23][NH2:24])[CH2:19][CH2:18]1. (2) Given the product [F:1][C:2]1[CH:3]=[CH:4][C:5]2[N:18]([OH:20])[C:14](=[O:15])[C:9]3[C:8](=[CH:13][CH:12]=[CH:11][CH:10]=3)[C:6]=2[CH:7]=1, predict the reactants needed to synthesize it. The reactants are: [F:1][C:2]1[CH:3]=[CH:4][C:5]([N+:18]([O-:20])=O)=[C:6]([C:8]2[C:9]([C:14](OC)=[O:15])=[CH:10][CH:11]=[CH:12][CH:13]=2)[CH:7]=1.[H][H]. (3) Given the product [CH2:1]([O:3][CH2:4][C:5]1[N:6]([CH2:18][CH2:19][CH2:20][C:21]([N:23]2[CH2:28][CH2:27][O:26][CH2:25][CH2:24]2)=[O:22])[C:7]2[C:16]3[N:15]=[CH:14][CH:13]=[CH:12][C:11]=3[N:10]=[C:9]([NH2:41])[C:8]=2[N:17]=1)[CH3:2], predict the reactants needed to synthesize it. The reactants are: [CH2:1]([O:3][CH2:4][C:5]1[N:6]([CH2:18][CH2:19][CH2:20][C:21]([N:23]2[CH2:28][CH2:27][O:26][CH2:25][CH2:24]2)=[O:22])[C:7]2[C:16]3[N:15]=[CH:14][CH:13]=[CH:12][C:11]=3[N:10]=[CH:9][C:8]=2[N:17]=1)[CH3:2].C1C=C(Cl)C=C(C(OO)=O)C=1.[OH-].[NH4+:41].C1(C)C=CC(S(Cl)(=O)=O)=CC=1. (4) Given the product [NH2:25][C:21]1[CH:20]=[C:19]([N:18]2[C:5]3[N:6]=[CH:7][N:8]=[C:9]([NH:10][C:11](=[O:17])[O:12][C:13]([CH3:14])([CH3:15])[CH3:16])[C:4]=3[C:3]([C:28]3[CH:29]=[CH:30][C:31]([Cl:34])=[CH:32][CH:33]=3)=[C:2]2[Cl:1])[CH:24]=[CH:23][CH:22]=1, predict the reactants needed to synthesize it. The reactants are: [Cl:1][C:2]1[N:18]([C:19]2[CH:24]=[CH:23][CH:22]=[C:21]([N+:25]([O-])=O)[CH:20]=2)[C:5]2[N:6]=[CH:7][N:8]=[C:9]([NH:10][C:11](=[O:17])[O:12][C:13]([CH3:16])([CH3:15])[CH3:14])[C:4]=2[C:3]=1[C:28]1[CH:33]=[CH:32][C:31]([Cl:34])=[CH:30][CH:29]=1.[NH4+].[Cl-].O.CCO. (5) Given the product [O:17]=[C:15]1[NH:30][CH2:29][CH2:28][CH2:27][N:1]2[C:5]3[N:6]=[C:7]([C:10]([O:12][CH2:13][CH3:14])=[O:11])[CH:8]=[CH:9][C:4]=3[CH:3]=[C:2]12, predict the reactants needed to synthesize it. The reactants are: [NH:1]1[C:5]2=[N:6][C:7]([C:10]([O:12][CH2:13][CH3:14])=[O:11])=[CH:8][CH:9]=[C:4]2[CH:3]=[C:2]1[C:15]([O:17]CC)=O.C(=O)([O-])[O-].[K+].[K+].Br[CH2:27][CH2:28][CH2:29][N:30]1[Si](C)(C)CC[Si]1(C)C.CCCC[N+](CCCC)(CCCC)CCCC.[F-].C1COCC1.